From a dataset of Peptide-MHC class I binding affinity with 185,985 pairs from IEDB/IMGT. Regression. Given a peptide amino acid sequence and an MHC pseudo amino acid sequence, predict their binding affinity value. This is MHC class I binding data. (1) The MHC is HLA-A31:01 with pseudo-sequence HLA-A31:01. The peptide sequence is QMDSMEALEY. The binding affinity (normalized) is 0. (2) The peptide sequence is KTTIKFHPW. The MHC is HLA-B08:01 with pseudo-sequence HLA-B08:01. The binding affinity (normalized) is 0.0847. (3) The peptide sequence is FTSYKRFVT. The MHC is HLA-A02:03 with pseudo-sequence HLA-A02:03. The binding affinity (normalized) is 0.249. (4) The peptide sequence is HSKKKCDDL. The MHC is HLA-B53:01 with pseudo-sequence HLA-B53:01. The binding affinity (normalized) is 0. (5) The peptide sequence is WPVMNHKNK. The MHC is HLA-A03:01 with pseudo-sequence HLA-A03:01. The binding affinity (normalized) is 0.